Dataset: Forward reaction prediction with 1.9M reactions from USPTO patents (1976-2016). Task: Predict the product of the given reaction. Given the reactants F[C:2]1[CH:10]=[CH:9][C:5]([C:6]([OH:8])=[O:7])=[C:4]([C:11]([F:14])([F:13])[F:12])[CH:3]=1.Cl.[CH3:16][NH:17][O:18][CH3:19].O.ON1C2C=CC=C[C:25]=2N=N1.Cl.C(N=C=NCCCN(C)C)C, predict the reaction product. The product is: [CH3:19][O:18][N:17]([CH3:16])[O:8][C:6]([C:5]1[CH:9]=[CH:10][C:2]([CH3:25])=[CH:3][C:4]=1[C:11]([F:14])([F:13])[F:12])=[O:7].